From a dataset of Forward reaction prediction with 1.9M reactions from USPTO patents (1976-2016). Predict the product of the given reaction. (1) Given the reactants [O:1]=[S:2]1(=[O:37])[CH2:7][CH2:6][N:5]([CH2:8][C:9]2[CH:14]=[CH:13][C:12]([N:15]3[C:19]4[N:20]=[C:21]([N:31]5[CH2:36][CH2:35][O:34][CH2:33][CH2:32]5)[N:22]=[C:23]([C:24]5[CH:25]=[N:26][C:27]([NH2:30])=[N:28][CH:29]=5)[C:18]=4[CH2:17][CH2:16]3)=[CH:11][CH:10]=2)[CH2:4][CH2:3]1.C(C1C(=O)C(Cl)=C(Cl)C(=O)C=1C#N)#N, predict the reaction product. The product is: [O:37]=[S:2]1(=[O:1])[CH2:3][CH2:4][N:5]([CH2:8][C:9]2[CH:14]=[CH:13][C:12]([N:15]3[C:19]4[N:20]=[C:21]([N:31]5[CH2:36][CH2:35][O:34][CH2:33][CH2:32]5)[N:22]=[C:23]([C:24]5[CH:25]=[N:26][C:27]([NH2:30])=[N:28][CH:29]=5)[C:18]=4[CH:17]=[CH:16]3)=[CH:11][CH:10]=2)[CH2:6][CH2:7]1. (2) Given the reactants [CH3:1][O:2][C:3]1[C:8]([N+:9]([O-])=O)=[CH:7][C:6]([C:12]([CH3:19])([CH3:18])[CH2:13][O:14][C:15](=[O:17])[CH3:16])=[CH:5][C:4]=1[N+:20]([O-])=O.C(OCC)(=O)C.C([O-])=O.[NH4+], predict the reaction product. The product is: [NH2:9][C:8]1[CH:7]=[C:6]([C:12]([CH3:19])([CH3:18])[CH2:13][O:14][C:15](=[O:17])[CH3:16])[CH:5]=[C:4]([NH2:20])[C:3]=1[O:2][CH3:1].